This data is from Reaction yield outcomes from USPTO patents with 853,638 reactions. The task is: Predict the reaction yield, written as a fraction of the theoretical maximum amount of product (1.0 means a 100% yield; for example, 0.34 means a 34% yield). The product is [Cl:1][C:2]1[CH:7]=[C:6]([Cl:8])[CH:5]=[CH:4][C:3]=1[C:9]1[N:10]=[C:11](/[CH:18]=[CH:19]/[C:20]2[CH:21]=[CH:22][C:23]([O:26][CH3:27])=[CH:24][CH:25]=2)[N:12]([CH2:14][C:15]([NH:35][CH2:34][CH2:33][C:32]2[CH:36]=[CH:37][CH:38]=[C:30]([O:29][CH3:28])[CH:31]=2)=[O:17])[CH:13]=1. The reactants are [Cl:1][C:2]1[CH:7]=[C:6]([Cl:8])[CH:5]=[CH:4][C:3]=1[C:9]1[N:10]=[C:11](/[CH:18]=[CH:19]/[C:20]2[CH:25]=[CH:24][C:23]([O:26][CH3:27])=[CH:22][CH:21]=2)[N:12]([CH2:14][C:15]([OH:17])=O)[CH:13]=1.[CH3:28][O:29][C:30]1[CH:31]=[C:32]([CH:36]=[CH:37][CH:38]=1)[CH2:33][CH2:34][NH2:35]. The yield is 0.800. No catalyst specified.